Dataset: Full USPTO retrosynthesis dataset with 1.9M reactions from patents (1976-2016). Task: Predict the reactants needed to synthesize the given product. Given the product [NH2:11][C:12]1[N:17]=[C:16]([C:18]2[CH:27]=[C:26]3[C:21]([CH2:22][CH2:23][N:24]([C:28]([O:30][CH:31]4[CH2:36][CH2:35][N:34]([S:6]([CH:1]5[CH2:5][CH2:4][CH2:3][CH2:2]5)(=[O:8])=[O:7])[CH2:33][CH2:32]4)=[O:29])[CH2:25]3)=[CH:20][CH:19]=2)[CH:15]=[C:14]([N:37]2[CH2:42][CH2:41][N:40]([CH3:43])[CH2:39][CH2:38]2)[N:13]=1, predict the reactants needed to synthesize it. The reactants are: [CH:1]1([S:6](Cl)(=[O:8])=[O:7])[CH2:5][CH2:4][CH2:3][CH2:2]1.Cl.[NH2:11][C:12]1[N:17]=[C:16]([C:18]2[CH:27]=[C:26]3[C:21]([CH2:22][CH2:23][N:24]([C:28]([O:30][CH:31]4[CH2:36][CH2:35][NH:34][CH2:33][CH2:32]4)=[O:29])[CH2:25]3)=[CH:20][CH:19]=2)[CH:15]=[C:14]([N:37]2[CH2:42][CH2:41][N:40]([CH3:43])[CH2:39][CH2:38]2)[N:13]=1.